This data is from Reaction yield outcomes from USPTO patents with 853,638 reactions. The task is: Predict the reaction yield, written as a fraction of the theoretical maximum amount of product (1.0 means a 100% yield; for example, 0.34 means a 34% yield). (1) The reactants are [Cl:1][C:2]1[C:10]2[N:9]=[C:8]3[N:11]([C:16]4[C:17]([CH3:25])=[CH:18][C:19]([N:22]([CH3:24])[CH3:23])=[N:20][CH:21]=4)[CH2:12][CH2:13][CH2:14][CH2:15][N:7]3[C:6]=2[C:5]([CH:26]([CH2:29][CH3:30])[CH2:27][CH3:28])=[CH:4][CH:3]=1.ClC1C=CC=C(C(OO)=[O:39])C=1. The catalyst is ClCCl. The product is [Cl:1][C:2]1[C:10]2[N:9]=[C:8]3[N:11]([C:16]4[CH:21]=[N+:20]([O-:39])[C:19]([N:22]([CH3:24])[CH3:23])=[CH:18][C:17]=4[CH3:25])[CH2:12][CH2:13][CH2:14][CH2:15][N:7]3[C:6]=2[C:5]([CH:26]([CH2:29][CH3:30])[CH2:27][CH3:28])=[CH:4][CH:3]=1. The yield is 0.680. (2) The reactants are [NH2:1][C:2]1[C:7]([NH:8][C:9]2[C:17]3[O:16][CH2:15][C@@H:14]([N:18]([C:33](=[O:38])[C:34]([F:37])([F:36])[F:35])[C:19]4[CH:32]=[CH:31][C:22]5[C@H:23]([CH2:26][C:27]([O:29][CH3:30])=[O:28])[CH2:24][O:25][C:21]=5[CH:20]=4)[C:13]=3[CH:12]=[CH:11][CH:10]=2)=[C:6]([F:39])[C:5]([F:40])=[CH:4][CH:3]=1.[CH2:41]([O:43][C:44](OCC)(OCC)OCC)[CH3:42]. The catalyst is C(O)(=O)C. The product is [CH2:41]([O:43][C:44]1[N:8]([C:9]2[C:17]3[O:16][CH2:15][C@@H:14]([N:18]([C:33](=[O:38])[C:34]([F:37])([F:36])[F:35])[C:19]4[CH:32]=[CH:31][C:22]5[C@H:23]([CH2:26][C:27]([O:29][CH3:30])=[O:28])[CH2:24][O:25][C:21]=5[CH:20]=4)[C:13]=3[CH:12]=[CH:11][CH:10]=2)[C:7]2[C:6]([F:39])=[C:5]([F:40])[CH:4]=[CH:3][C:2]=2[N:1]=1)[CH3:42]. The yield is 0.760. (3) The reactants are [Br:1][C:2]1[CH:3]=[C:4]2[C:10](I)=[CH:9][N:8]([S:12]([C:15]3[CH:21]=[CH:20][C:18]([CH3:19])=[CH:17][CH:16]=3)(=[O:14])=[O:13])[C:5]2=[N:6][CH:7]=1.[F:22][C:23]1[CH:44]=[CH:43][C:26]([CH2:27][CH2:28][N:29]2[CH:33]=[C:32](B3OC(C)(C)C(C)(C)O3)[CH:31]=[N:30]2)=[CH:25][CH:24]=1.C(=O)([O-])[O-].[Na+].[Na+]. The catalyst is C1(C)C=CC=CC=1.C(O)C.O.Cl[Pd](Cl)([P](C1C=CC=CC=1)(C1C=CC=CC=1)C1C=CC=CC=1)[P](C1C=CC=CC=1)(C1C=CC=CC=1)C1C=CC=CC=1. The product is [Br:1][C:2]1[CH:3]=[C:4]2[C:10]([C:32]3[CH:31]=[N:30][N:29]([CH2:28][CH2:27][C:26]4[CH:43]=[CH:44][C:23]([F:22])=[CH:24][CH:25]=4)[CH:33]=3)=[CH:9][N:8]([S:12]([C:15]3[CH:21]=[CH:20][C:18]([CH3:19])=[CH:17][CH:16]=3)(=[O:14])=[O:13])[C:5]2=[N:6][CH:7]=1. The yield is 0.310. (4) The reactants are [H-].[Na+].[OH:3][C@@H:4]([CH2:15][O:16][C@H:17]([CH3:30])[CH2:18][O:19][Si:20]([CH:27]([CH3:29])[CH3:28])([CH:24]([CH3:26])[CH3:25])[CH:21]([CH3:23])[CH3:22])[C:5]([NH:7][C:8]1[CH:13]=[CH:12][C:11]([CH3:14])=[CH:10][N:9]=1)=[O:6].[Cl:31][C:32]1[C:33]([N:40]2[C:44]3=[N:45][CH:46]=[N:47][C:48](Cl)=[C:43]3[CH:42]=[N:41]2)=[C:34]([CH:37]=[CH:38][CH:39]=1)[C:35]#[N:36].C(O)(=O)CC(CC(O)=O)(C(O)=O)O. The catalyst is C1COCC1.O.CCOC(C)=O. The product is [Cl:31][C:32]1[CH:39]=[CH:38][CH:37]=[C:34]([C:35]#[N:36])[C:33]=1[N:40]1[C:44]2=[N:45][CH:46]=[N:47][C:48]([O:3][C@@H:4]([CH2:15][O:16][C@H:17]([CH3:30])[CH2:18][O:19][Si:20]([CH:27]([CH3:29])[CH3:28])([CH:21]([CH3:23])[CH3:22])[CH:24]([CH3:26])[CH3:25])[C:5]([NH:7][C:8]3[CH:13]=[CH:12][C:11]([CH3:14])=[CH:10][N:9]=3)=[O:6])=[C:43]2[CH:42]=[N:41]1. The yield is 0.688. (5) The reactants are [Cl:1][C:2]1[N:7]=[CH:6][C:5]([N+:8]([O-:10])=[O:9])=[C:4](Cl)[N:3]=1.[NH2:12][C:13]1[CH:22]=[CH:21][CH:20]=[CH:19][C:14]=1[C:15]([NH:17][CH3:18])=[O:16].C(N(CC)C(C)C)(C)C. The yield is 0.490. The catalyst is C(OCC)C. The product is [Cl:1][C:2]1[N:3]=[C:4]([NH:12][C:13]2[CH:22]=[CH:21][CH:20]=[CH:19][C:14]=2[C:15]([NH:17][CH3:18])=[O:16])[C:5]([N+:8]([O-:10])=[O:9])=[CH:6][N:7]=1. (6) The reactants are [CH2:1]([O:3][C:4]([C@@:6]1([CH3:12])[CH2:11][CH2:10][CH2:9][NH:8][CH2:7]1)=[O:5])[CH3:2].[O:13]1[C:18]2[CH:19]=[CH:20][CH:21]=[CH:22][C:17]=2[O:16][CH2:15][C@@H:14]1[CH2:23]OS(C1C=CC(C)=CC=1)(=O)=O.C(=O)([O-])[O-].[K+].[K+].CN(C)C=O. The catalyst is O. The product is [CH2:1]([O:3][C:4]([C@@:6]1([CH3:12])[CH2:11][CH2:10][CH2:9][N:8]([CH2:23][C@@H:14]2[O:13][C:18]3[CH:19]=[CH:20][CH:21]=[CH:22][C:17]=3[O:16][CH2:15]2)[CH2:7]1)=[O:5])[CH3:2]. The yield is 0.760. (7) The reactants are [F:1][C:2]([F:16])([F:15])[C:3]1[N:8]=[CH:7][C:6]([C@@H:9]2[CH2:11][C@H:10]2[C:12]([OH:14])=O)=[CH:5][CH:4]=1.CCN(C(C)C)C(C)C.CN(C(ON1N=NC2C=CC=CC1=2)=[N+](C)C)C.[B-](F)(F)(F)F.Cl.Cl.[CH:50]1([N:54]2[CH2:59][CH2:58][NH:57][CH2:56][CH2:55]2)[CH2:53][CH2:52][CH2:51]1. The catalyst is CN(C=O)C.CCOC(C)=O.CCCCCC. The product is [CH:50]1([N:54]2[CH2:59][CH2:58][N:57]([C:12]([C@@H:10]3[CH2:11][C@H:9]3[C:6]3[CH:7]=[N:8][C:3]([C:2]([F:1])([F:16])[F:15])=[CH:4][CH:5]=3)=[O:14])[CH2:56][CH2:55]2)[CH2:53][CH2:52][CH2:51]1. The yield is 0.360. (8) The reactants are [F:1][C:2]1[CH:28]=[C:27]([N+:29]([O-])=O)[CH:26]=[CH:25][C:3]=1[O:4][C:5]1[CH:10]=[CH:9][N:8]=[CH:7][C:6]=1[C:11]#[C:12][CH2:13][N:14]1[CH2:18][C@@H:17]([N:19]2[CH2:23][CH2:22][CH2:21][CH2:20]2)[C@H:16]([OH:24])[CH2:15]1.CN(C=O)C.CCO. The catalyst is [Fe].O. The product is [NH2:29][C:27]1[CH:26]=[CH:25][C:3]([O:4][C:5]2[CH:10]=[CH:9][N:8]=[CH:7][C:6]=2[C:11]#[C:12][CH2:13][N:14]2[CH2:18][C@@H:17]([N:19]3[CH2:23][CH2:22][CH2:21][CH2:20]3)[C@H:16]([OH:24])[CH2:15]2)=[C:2]([F:1])[CH:28]=1. The yield is 0.500. (9) The reactants are [Br:1][C:2]1[C:3]([CH:9](Br)Br)=[N:4][C:5]([Br:8])=[CH:6][CH:7]=1.[OH2:12]. The catalyst is C(O)C.[N+]([O-])([O-])=O.[Ag+]. The product is [Br:1][C:2]1[C:3]([CH:9]=[O:12])=[N:4][C:5]([Br:8])=[CH:6][CH:7]=1. The yield is 0.760. (10) The reactants are [C:1]([C:5]1[CH:6]=[C:7]([NH2:28])[N:8]([C:10]2[CH:15]=[CH:14][C:13]([Cl:16])=[C:12]([O:17][CH2:18][CH2:19][CH2:20][O:21][CH:22]3[CH2:27][CH2:26][CH2:25][CH2:24][O:23]3)[CH:11]=2)[N:9]=1)([CH3:4])([CH3:3])[CH3:2].[OH-].[Na+].Cl[C:32]([O:34][CH2:35][C:36]([Cl:39])([Cl:38])[Cl:37])=[O:33]. The catalyst is CCOC(C)=O. The product is [Cl:37][C:36]([Cl:39])([Cl:38])[CH2:35][O:34][C:32](=[O:33])[NH:28][C:7]1[N:8]([C:10]2[CH:15]=[CH:14][C:13]([Cl:16])=[C:12]([O:17][CH2:18][CH2:19][CH2:20][O:21][CH:22]3[CH2:27][CH2:26][CH2:25][CH2:24][O:23]3)[CH:11]=2)[N:9]=[C:5]([C:1]([CH3:4])([CH3:2])[CH3:3])[CH:6]=1. The yield is 0.700.